Dataset: Experimentally validated miRNA-target interactions with 360,000+ pairs, plus equal number of negative samples. Task: Binary Classification. Given a miRNA mature sequence and a target amino acid sequence, predict their likelihood of interaction. (1) The miRNA is hsa-miR-519c-3p with sequence AAAGUGCAUCUUUUUAGAGGAU. The protein sequence of the target gene is MGARASGGPLARAGLLLLLLLLLLLGLLAPGAQGARGRGGAEKNSYRRTVNTFSQSVSSLFGEDNVRAAQKFLARLTERFVLGVDMFVETLWKVWTELLDVLGLDVSNLSQYFSPASVSSSPARALLLVGVVLLAYWFLSLTLGFTFSVLHVVFGRFFWIVRVVLFSMSCVYILHKYEGEPENAVLPLCFVVAVYFMTGPMGFYWRSSPSGPSNPSNPSVEEKLEHLEKQVRLLNIRLNRVLESLDRSKDK. Result: 1 (interaction). (2) The miRNA is hsa-miR-19b-3p with sequence UGUGCAAAUCCAUGCAAAACUGA. The protein sequence of the target gene is MPTRVCCCCSALRPRYKRLVDNIFPEDPKDGLVKTDMEKLTFYAVSAPEKLDRIGSYLAERLSRDVVRHRSGYVLIAMEALDQLLMACHSQSIKPFVESFLHMVAKLLESGEPKLQVLGTNSFVKFANIEEDTPSYHRRYDFFVSRFSAMCHSCHSDPEIRTEIRIAGIRGIQGVVRKTVNDELRATIWEPQHMDKIVPSLLFNMQKIEEVDSRIGPPSSPSATDKEENPAVLAENCFRELLGRATFGNMNNAVRPVFAHLDHHKLWDPNEFAVHCFKIIMYSIQAQYSHHVIQEILGHL.... Result: 1 (interaction). (3) The miRNA is hsa-miR-6851-3p with sequence UGGCCCUUUGUACCCCUCCAG. The protein sequence of the target gene is MVDLSVSPDSLKPVSLTSSLVFLMHLLLLQPGEPSSEVKVLGPEYPILALVGEEVEFPCHLWPQLDAQQMEIRWFRSQTFNVVHLYQEQQELPGRQMPAFRNRTKLVKDDIAYGSVVLQLHSIIPSDKGTYGCRFHSDNFSGEALWELEVAGLGSDPHLSLEGFKEGGIQLRLRSSGWYPKPKVQWRDHQGQCLPPEFEAIVWDAQDLFSLETSVVVRAGALSNVSVSIQNLLLSQKKELVVQIADVFVPGASAWKSAFVATLPLLLVLAALALGVLRKQRRSREKLRKQAEKRQEKLTA.... Result: 0 (no interaction). (4) The miRNA is rno-miR-383-5p with sequence CAGAUCAGAAGGUGACUGUGG. The protein sequence of the target gene is MSSSHSRCGQSAAVASPGGSIDSRDAEMPATEKDLAEDAPWKKIQQNTFTRWCNEHLKCVSKRIANLQTDLSDGLRLIALLEVLSQKKMHRKHNQRPTFRQMQLENVSVALEFLDRESIKLVSIDSKAIVDGNLKLILGLIWTLILHYSISMPMWDEEEDEEAKKQTPKQRLLGWIQNKLPQLPITNFSRDWQSGRALGALVDSCAPGLCPDWDSWDASKPVNNAREAMQQADDWLGIPQVITPEEIVDPNVDEHSVMTYLSQFPKAKLKPGAPLRPKLNPKKARAYGPGIEPTGNMVKK.... Result: 0 (no interaction). (5) The miRNA is hsa-miR-4738-5p with sequence ACCAGCGCGUUUUCAGUUUCAU. The protein sequence of the target gene is MACAAVMIPGLLRCSVGAIRIEAASLRLTLSTLRHLTLTSIMKSKRKTDHMERTASVLRREIVSAAKVCGAASESPSVKSLRLLVADQDFSFKAGQWVDFFIPGVSVVGGFSICSSPRLLEQERVIELAVKYTNHPPALWVHNTCTLDCEVAVRVGGEFFFDPQPADASRNLVLIAGGVGINPLLSILRHAADLLREQANKRNGYEIGTIKLFYSAKNTSELLFKKNILDLVNEFPEKIACSLHVTKQTTQINAELKPYITEGRITEKEIRDHISKETLFYICGPPPMTDFFSKQLENNH.... Result: 0 (no interaction). (6) The miRNA is cel-miR-1829a-3p with sequence CAACCAUUGGAAUUUCUCUAUU. Result: 0 (no interaction). The protein sequence of the target gene is MQGRRELGGEPLSDLQEEAASASLRVAPERLSDDSLEWRRTCPDLLLSDGKASISMPREGGSTCTARCPDPGEHSSTWGEFEGFRESSAKSGQFSQSLELLEGPTEPQPPRTTSAPKECSSHQPCQGGPWVTGTSAVPPSEPILSYENILKCAFQEITVQQAAEDVSTIDHFLEISSEEKPGVERVHKLCNESRKLWRALQSIHTTSTSQRLWSESRCQENFFLVLGIDAAQKNLSGGQGHIMEDCDLKEPEGLLTVSSFCLQHCKALIQTKLSGPPGSKQGRLMTCSRFLKTPSCGGGQ....